Dataset: Full USPTO retrosynthesis dataset with 1.9M reactions from patents (1976-2016). Task: Predict the reactants needed to synthesize the given product. (1) Given the product [C:12]([O:16][C:17]([N:19]1[CH2:24][CH2:23][CH:22]([CH2:25][CH:26]([OH:27])[CH2:2][C:1]([C:4]2[CH:9]=[CH:8][N:7]=[C:6]([C:10]#[N:11])[CH:5]=2)=[O:3])[CH2:21][CH2:20]1)=[O:18])([CH3:15])([CH3:14])[CH3:13], predict the reactants needed to synthesize it. The reactants are: [C:1]([C:4]1[CH:9]=[CH:8][N:7]=[C:6]([C:10]#[N:11])[CH:5]=1)(=[O:3])[CH3:2].[C:12]([O:16][C:17]([N:19]1[CH2:24][CH2:23][CH:22]([CH2:25][CH:26]=[O:27])[CH2:21][CH2:20]1)=[O:18])([CH3:15])([CH3:14])[CH3:13]. (2) Given the product [CH2:13]([C:3]([CH:5]1[CH2:10][CH2:9][CH2:8][CH2:7][CH2:6]1)=[O:4])[C:14]1[CH:19]=[CH:18][CH:17]=[CH:16][CH:15]=1, predict the reactants needed to synthesize it. The reactants are: CN(OC)[C:3]([CH:5]1[CH2:10][CH2:9][CH2:8][CH2:7][CH2:6]1)=[O:4].[CH2:13]([Mg]Cl)[C:14]1[CH:19]=[CH:18][CH:17]=[CH:16][CH:15]=1.C(OCC)C.O. (3) Given the product [Cl:1][C:2]1[N:10]([CH2:11][O:12][CH2:13][CH2:14][Si:15]([CH3:18])([CH3:16])[CH3:17])[C:9]2[C:4](=[N:5][C:6]([C:20]3[CH:21]=[CH:22][C:23]([C:26]4([CH:29]=[O:30])[CH2:28][CH2:27]4)=[CH:24][CH:25]=3)=[C:7]([Cl:19])[CH:8]=2)[CH:3]=1, predict the reactants needed to synthesize it. The reactants are: [Cl:1][C:2]1[N:10]([CH2:11][O:12][CH2:13][CH2:14][Si:15]([CH3:18])([CH3:17])[CH3:16])[C:9]2[C:4](=[N:5][C:6]([C:20]3[CH:25]=[CH:24][C:23]([C:26]4([CH2:29][OH:30])[CH2:28][CH2:27]4)=[CH:22][CH:21]=3)=[C:7]([Cl:19])[CH:8]=2)[CH:3]=1. (4) Given the product [NH2:35][C:25]1[C:24]([C@H:19]2[CH2:20][CH2:21][CH2:22][CH2:23][C@@H:18]2[O:17][C:13]2[C:14]([F:16])=[CH:15][C:10]([S:7]([NH:6][C:39]3[CH:44]=[CH:43][N:42]=[CH:41][N:40]=3)(=[O:8])=[O:9])=[C:11]([F:38])[CH:12]=2)=[CH:28][NH:27][N:26]=1, predict the reactants needed to synthesize it. The reactants are: COC1C=C(OC)C=CC=1C[N:6]([C:39]1[CH:44]=[CH:43][N:42]=[CH:41][N:40]=1)[S:7]([C:10]1[CH:15]=[C:14]([F:16])[C:13]([O:17][C@H:18]2[CH2:23][CH2:22][CH2:21][CH2:20][C@@H:19]2[C:24]2[C:25]([N+:35]([O-])=O)=[N:26][N:27](C3CCCCO3)[CH:28]=2)=[CH:12][C:11]=1[F:38])(=[O:9])=[O:8].[Cl-].[NH4+].C([SiH](CC)CC)C.CO.